Dataset: Forward reaction prediction with 1.9M reactions from USPTO patents (1976-2016). Task: Predict the product of the given reaction. Given the reactants [F:1][CH:2]1[CH2:7][CH2:6][N:5]([C:8]2[C:9]([N+:14]([O-])=O)=[N:10][CH:11]=[CH:12][CH:13]=2)[CH2:4][CH2:3]1, predict the reaction product. The product is: [F:1][CH:2]1[CH2:7][CH2:6][N:5]([C:8]2[C:9]([NH2:14])=[N:10][CH:11]=[CH:12][CH:13]=2)[CH2:4][CH2:3]1.